Predict which catalyst facilitates the given reaction. From a dataset of Catalyst prediction with 721,799 reactions and 888 catalyst types from USPTO. (1) Reactant: [N:1]1[CH:6]=[CH:5][CH:4]=[C:3]([NH2:7])[CH:2]=1.Br[C:9]1[C:10](=[O:17])[N:11]([CH3:16])[CH:12]=[C:13]([Br:15])[N:14]=1.C(N(C(C)C)CC)(C)C. Product: [Br:15][C:13]1[N:14]=[C:9]([NH:7][C:3]2[CH:2]=[N:1][CH:6]=[CH:5][CH:4]=2)[C:10](=[O:17])[N:11]([CH3:16])[CH:12]=1. The catalyst class is: 32. (2) Reactant: C([O:3][C:4]([C:6]1[NH:10][C:9]2[C:11]([Br:14])=[CH:12][S:13][C:8]=2[CH:7]=1)=[O:5])C.[Br:14][C:11]1[C:9]2[NH:10][C:6]([C:4]([OH:3])=[O:5])=[CH:7][C:8]=2[S:13][CH:12]=1.[OH-].[K+]. Product: [Br:14][C:11]1[C:9]2[NH:10][C:6]([C:4]([OH:5])=[O:3])=[CH:7][C:8]=2[S:13][CH:12]=1. The catalyst class is: 72. (3) Reactant: Cl[C:2]1[CH:7]=[C:6]([Cl:8])[N:5]=[C:4]([S:9][CH3:10])[N:3]=1.[CH:11]([N:14](C(C)C)[CH2:15]C)(C)C.CNC.O. Product: [Cl:8][C:6]1[N:5]=[C:4]([S:9][CH3:10])[N:3]=[C:2]([N:14]([CH3:15])[CH3:11])[CH:7]=1. The catalyst class is: 7. (4) Reactant: [O-:1][N+:2]1[C:7]2[CH:8]=[CH:9][CH:10]=[CH:11][C:6]=2[N:5]=[C:4]([N:12]2[CH2:17][CH2:16][CH:15]([CH2:18][C:19]([NH:21][C:22]3[S:23][CH:24]=[CH:25][C:26]=3[C:27]([O:29]C)=[O:28])=[O:20])[CH2:14][CH2:13]2)[N:3]=1.Cl.[NH+]1C=CC=CC=1.Cl. Product: [O-:1][N+:2]1[C:7]2[CH:8]=[CH:9][CH:10]=[CH:11][C:6]=2[N:5]=[C:4]([N:12]2[CH2:17][CH2:16][CH:15]([CH2:18][C:19]([NH:21][C:22]3[S:23][CH:24]=[CH:25][C:26]=3[C:27]([OH:29])=[O:28])=[O:20])[CH2:14][CH2:13]2)[N:3]=1. The catalyst class is: 17. (5) Reactant: [NH2:1][CH:2]([CH2:12][C:13]1[CH:18]=[CH:17][C:16]([C:19]([F:22])([F:21])[F:20])=[C:15]([F:23])[CH:14]=1)[CH:3]([C:5]1[CH:10]=[CH:9][C:8]([F:11])=[CH:7][CH:6]=1)[OH:4].[C:24]1([CH2:30][CH2:31][C:32](Cl)=[O:33])[CH:29]=[CH:28][CH:27]=[CH:26][CH:25]=1.C(=O)([O-])O.[Na+]. Product: [F:11][C:8]1[CH:9]=[CH:10][C:5]([CH:3]([OH:4])[CH:2]([NH:1][C:32](=[O:33])[CH2:31][CH2:30][C:24]2[CH:29]=[CH:28][CH:27]=[CH:26][CH:25]=2)[CH2:12][C:13]2[CH:18]=[CH:17][C:16]([C:19]([F:22])([F:20])[F:21])=[C:15]([F:23])[CH:14]=2)=[CH:6][CH:7]=1. The catalyst class is: 84. (6) Reactant: C([O:8][CH2:9][C:10]1[N:15]=[C:14]([OH:16])[C:13]([NH:17][C:18](=[O:32])[CH:19]([C:26]2[CH:31]=[CH:30][CH:29]=[CH:28][CH:27]=2)[C:20]2[CH:25]=[CH:24][CH:23]=[CH:22][CH:21]=2)=[CH:12][N:11]=1)C1C=CC=CC=1. Product: [OH:16][C:14]1[C:13]([NH:17][C:18](=[O:32])[CH:19]([C:26]2[CH:27]=[CH:28][CH:29]=[CH:30][CH:31]=2)[C:20]2[CH:25]=[CH:24][CH:23]=[CH:22][CH:21]=2)=[CH:12][N:11]=[C:10]([CH2:9][OH:8])[N:15]=1. The catalyst class is: 19.